This data is from Full USPTO retrosynthesis dataset with 1.9M reactions from patents (1976-2016). The task is: Predict the reactants needed to synthesize the given product. (1) Given the product [Cl:29][C:25]1[CH:24]=[C:23]([CH:28]=[CH:27][CH:26]=1)[CH2:22][O:21][C:16]1[N:15]=[C:14]([N:11]2[CH2:10][CH2:9][NH:8][CH2:13][CH2:12]2)[C:19]([NH2:20])=[N:18][CH:17]=1, predict the reactants needed to synthesize it. The reactants are: C(OC([N:8]1[CH2:13][CH2:12][N:11]([C:14]2[C:19]([NH2:20])=[N:18][CH:17]=[C:16]([O:21][CH2:22][C:23]3[CH:28]=[CH:27][CH:26]=[C:25]([Cl:29])[CH:24]=3)[N:15]=2)[CH2:10][CH2:9]1)=O)(C)(C)C.Cl. (2) Given the product [C:21]([C:23]1[CH:31]=[CH:30][C:26]([C:9]([O:11][C:12]([CH3:13])([CH3:14])[CH3:15])=[O:10])=[C:25]([F:32])[CH:24]=1)#[N:22], predict the reactants needed to synthesize it. The reactants are: [C:9](O[C:9]([O:11][C:12]([CH3:15])([CH3:14])[CH3:13])=[O:10])([O:11][C:12]([CH3:15])([CH3:14])[CH3:13])=[O:10].C(O)(C)(C)C.[C:21]([C:23]1[CH:31]=[CH:30][C:26](C([O-])=O)=[C:25]([F:32])[CH:24]=1)#[N:22]. (3) Given the product [NH2:29][C:4]1[CH:5]=[C:6]([CH:27]=[CH:28][C:3]=1[C:1]#[N:2])[C:7]([NH:9][C:10]1[N:11]([CH3:26])[N:12]=[C:13]([C:19]([F:25])([F:24])[C:20]([F:21])([F:22])[F:23])[C:14]=1[C:15]([F:16])([F:18])[F:17])=[O:8], predict the reactants needed to synthesize it. The reactants are: [C:1]([C:3]1[CH:28]=[CH:27][C:6]([C:7]([NH:9][C:10]2[N:11]([CH3:26])[N:12]=[C:13]([C:19]([F:25])([F:24])[C:20]([F:23])([F:22])[F:21])[C:14]=2[C:15]([F:18])([F:17])[F:16])=[O:8])=[CH:5][C:4]=1[N+:29]([O-])=O)#[N:2].[OH-].[Na+].S(S([O-])=O)([O-])=O.[Na+].[Na+]. (4) The reactants are: [C:1]([CH2:4][N:5]1[C:13]2[C:8](=[CH:9][CH:10]=[CH:11][CH:12]=2)[C:7]([CH2:14][CH:15]([O:21][CH2:22][CH2:23][CH3:24])[C:16]([O:18][CH2:19][CH3:20])=[O:17])=[CH:6]1)(O)=[O:2].C(N(CC)CC)C.ClC(OCC)=O. Given the product [OH:2][CH2:1][CH2:4][N:5]1[C:13]2[C:8](=[CH:9][CH:10]=[CH:11][CH:12]=2)[C:7]([CH2:14][CH:15]([O:21][CH2:22][CH2:23][CH3:24])[C:16]([O:18][CH2:19][CH3:20])=[O:17])=[CH:6]1, predict the reactants needed to synthesize it. (5) Given the product [C:1]([C:4]1[CH:9]=[CH:8][C:7]([N:10]=[C:11]2[S:15][CH2:14][C:13]3([CH2:16][CH2:17][CH2:18][CH2:19]3)[N:12]2[CH:20]2[CH2:21][CH2:22][CH2:23][CH2:24]2)=[C:6]([CH2:25][CH3:26])[CH:5]=1)(=[O:2])[CH3:29], predict the reactants needed to synthesize it. The reactants are: [C:1]([C:4]1[CH:9]=[CH:8][C:7]([N:10]=[C:11]2[S:15][CH2:14][C:13]3([CH2:19][CH2:18][CH2:17][CH2:16]3)[N:12]2[CH:20]2[CH2:24][CH2:23][CH2:22][CH2:21]2)=[C:6]([CH2:25][CH3:26])[CH:5]=1)(O)=[O:2].C[Li].[CH3:29][Si](Cl)(C)C.Cl.C([O-])(O)=O.[Na+]. (6) The reactants are: [C:1]1([C:7]2[CH:8]=[C:9]([C:16]3[O:20][N:19]=[C:18]([C:21]4[CH:22]=[C:23]([CH2:26]O)[S:24][CH:25]=4)[N:17]=3)[S:10][C:11]=2[C:12]([F:15])([F:14])[F:13])[CH:6]=[CH:5][CH:4]=[CH:3][CH:2]=1.C(Br)(Br)(Br)Br.C1(P(C2C=CC=CC=2)C2C=CC=CC=2)C=CC=CC=1.Cl.[NH:53]1[CH2:56][CH:55]([C:57]([O:59][CH2:60][CH3:61])=[O:58])[CH2:54]1.C(N(CC)C(C)C)(C)C. Given the product [C:1]1([C:7]2[CH:8]=[C:9]([C:16]3[O:20][N:19]=[C:18]([C:21]4[CH:22]=[C:23]([CH2:26][N:53]5[CH2:56][CH:55]([C:57]([O:59][CH2:60][CH3:61])=[O:58])[CH2:54]5)[S:24][CH:25]=4)[N:17]=3)[S:10][C:11]=2[C:12]([F:15])([F:14])[F:13])[CH:6]=[CH:5][CH:4]=[CH:3][CH:2]=1, predict the reactants needed to synthesize it. (7) Given the product [NH2:1][C:4]1[CH:22]=[C:21]([N+:23]([O-:25])=[O:24])[CH:20]=[CH:19][C:5]=1[NH:6][C@@H:7]([C:13]1[CH:18]=[CH:17][CH:16]=[CH:15][CH:14]=1)[CH2:8][C:9]([O:11][CH3:12])=[O:10], predict the reactants needed to synthesize it. The reactants are: [N+:1]([C:4]1[CH:22]=[C:21]([N+:23]([O-:25])=[O:24])[CH:20]=[CH:19][C:5]=1[NH:6][C@@H:7]([C:13]1[CH:18]=[CH:17][CH:16]=[CH:15][CH:14]=1)[CH2:8][C:9]([O:11][CH3:12])=[O:10])([O-])=O.C([O-])=O.[NH4+]. (8) Given the product [O:28]=[C:23]1[CH2:24][CH2:25][CH2:26][C:27]2[C:18]([C:16]([NH:15][C:6]3([C:4]([OH:5])=[O:3])[CH2:14][C:13]4[C:8](=[CH:9][CH:10]=[CH:11][CH:12]=4)[CH2:7]3)=[O:17])=[CH:19][CH:20]=[CH:21][C:22]1=2, predict the reactants needed to synthesize it. The reactants are: C([O:3][C:4]([C:6]1([NH:15][C:16]([C:18]2[C:27]3[CH2:26][CH2:25][CH2:24][C:23](=[O:28])[C:22]=3[CH:21]=[CH:20][CH:19]=2)=[O:17])[CH2:14][C:13]2[C:8](=[CH:9][CH:10]=[CH:11][CH:12]=2)[CH2:7]1)=[O:5])C.[OH-].[K+].O. (9) Given the product [Br:1][C:2]1[CH:7]=[CH:6][C:5]([N+:8]([O-:10])=[O:9])=[C:4]([NH:24][CH:21]2[CH2:20][CH2:19][N:18]([CH:15]3[CH2:16][CH2:17][O:12][CH2:13][CH2:14]3)[CH2:23][CH2:22]2)[CH:3]=1, predict the reactants needed to synthesize it. The reactants are: [Br:1][C:2]1[CH:7]=[CH:6][C:5]([N+:8]([O-:10])=[O:9])=[C:4](F)[CH:3]=1.[O:12]1[CH2:17][CH2:16][CH:15]([N:18]2[CH2:23][CH2:22][CH:21]([NH2:24])[CH2:20][CH2:19]2)[CH2:14][CH2:13]1.C(N(C(C)C)CC)(C)C.CN(C)C=O. (10) Given the product [CH3:1][C:2]1[CH:3]=[CH:4][C:5]([C:14]([NH:16][C:17]2[CH:18]=[CH:19][C:20]([NH:23][CH2:31][CH2:32][C:33]3[CH:38]=[CH:37][CH:36]=[CH:35][N:34]=3)=[CH:21][CH:22]=2)=[O:15])=[C:6]([N:8]2[CH2:13][CH2:12][CH2:11][CH2:10][CH2:9]2)[N:7]=1, predict the reactants needed to synthesize it. The reactants are: [CH3:1][C:2]1[N:7]=[C:6]([N:8]2[CH2:13][CH2:12][CH2:11][CH2:10][CH2:9]2)[C:5]([C:14]([NH:16][C:17]2[CH:22]=[CH:21][C:20]([N:23]([CH2:31][CH2:32][C:33]3[CH:38]=[CH:37][CH:36]=[CH:35][N:34]=3)C(=O)OC(C)(C)C)=[CH:19][CH:18]=2)=[O:15])=[CH:4][CH:3]=1.FC(F)(F)C(O)=O.